This data is from Catalyst prediction with 721,799 reactions and 888 catalyst types from USPTO. The task is: Predict which catalyst facilitates the given reaction. Reactant: [CH3:1][O:2][C:3]1[CH:4]=[C:5]([CH:9]=[C:10]([N+:12]([O-:14])=[O:13])[CH:11]=1)[C:6](O)=[O:7].C(Cl)(C([Cl:19])=O)=O.CN(C=O)C. Product: [CH3:1][O:2][C:3]1[CH:4]=[C:5]([CH:9]=[C:10]([N+:12]([O-:14])=[O:13])[CH:11]=1)[C:6]([Cl:19])=[O:7]. The catalyst class is: 2.